From a dataset of Forward reaction prediction with 1.9M reactions from USPTO patents (1976-2016). Predict the product of the given reaction. Given the reactants [CH3:1][S:2]([C:5]1[CH:10]=[CH:9][C:8]([OH:11])=[CH:7][CH:6]=1)(=[O:4])=[O:3].C([O-])([O-])=O.[Cs+].[Cs+].[CH3:18][O:19][C:20](=[O:23])[CH2:21]Br, predict the reaction product. The product is: [CH3:1][S:2]([C:5]1[CH:10]=[CH:9][C:8]([O:11][CH2:21][C:20]([O:19][CH3:18])=[O:23])=[CH:7][CH:6]=1)(=[O:3])=[O:4].